Dataset: Peptide-MHC class I binding affinity with 185,985 pairs from IEDB/IMGT. Task: Regression. Given a peptide amino acid sequence and an MHC pseudo amino acid sequence, predict their binding affinity value. This is MHC class I binding data. (1) The peptide sequence is PYIASRTSIV. The MHC is HLA-A29:02 with pseudo-sequence HLA-A29:02. The binding affinity (normalized) is 0.0394. (2) The peptide sequence is LTVAWRTATL. The MHC is HLA-A68:02 with pseudo-sequence HLA-A68:02. The binding affinity (normalized) is 0.678. (3) The peptide sequence is GFLNEDHWF. The MHC is HLA-A24:03 with pseudo-sequence HLA-A24:03. The binding affinity (normalized) is 0.674. (4) The peptide sequence is YFPREGVFVF. The MHC is HLA-A24:02 with pseudo-sequence HLA-A24:02. The binding affinity (normalized) is 0.816. (5) The peptide sequence is APRARTAAF. The MHC is HLA-A02:03 with pseudo-sequence HLA-A02:03. The binding affinity (normalized) is 0.0847. (6) The peptide sequence is KAIMRRNGL. The MHC is H-2-Db with pseudo-sequence H-2-Db. The binding affinity (normalized) is 0.00610. (7) The peptide sequence is TLNRNQPAA. The MHC is HLA-A02:06 with pseudo-sequence HLA-A02:06. The binding affinity (normalized) is 0.